From a dataset of Reaction yield outcomes from USPTO patents with 853,638 reactions. Predict the reaction yield, written as a fraction of the theoretical maximum amount of product (1.0 means a 100% yield; for example, 0.34 means a 34% yield). (1) The reactants are [F:1][C:2]1[CH:7]=[CH:6][CH:5]=[C:4]([F:8])[C:3]=1[N:9]1[C:14]2[N:15]=[C:16]([NH:27][CH2:28][C:29]#[N:30])[N:17]=[C:18]([C:19]3[CH:24]=[CH:23][C:22]([F:25])=[CH:21][C:20]=3[CH3:26])[C:13]=2[CH:12]=[CH:11][C:10]1=[O:31].Cl.C(N(CC)CC)C.[N-:40]=[N+:41]=[N-:42].[Na+]. The product is [F:1][C:2]1[CH:7]=[CH:6][CH:5]=[C:4]([F:8])[C:3]=1[N:9]1[C:14]2[N:15]=[C:16]([NH:27][CH2:28][C:29]3[NH:42][N:41]=[N:40][N:30]=3)[N:17]=[C:18]([C:19]3[CH:24]=[CH:23][C:22]([F:25])=[CH:21][C:20]=3[CH3:26])[C:13]=2[CH:12]=[CH:11][C:10]1=[O:31]. No catalyst specified. The yield is 0.0960. (2) The reactants are [F:1][C:2]1[S:6][C:5]([NH:7][CH2:8][C:9]2[CH:14]=[CH:13][C:12]([O:15][CH3:16])=[CH:11][CH:10]=2)=[N:4][CH:3]=1.C[Si]([N-][Si](C)(C)C)(C)C.[Li+].[Cl:27][C:28]1[C:37]2[C:32](=[CH:33][C:34]([S:38](OC3C(F)=C(F)C(F)=C(F)C=3F)(=[O:40])=[O:39])=[CH:35][CH:36]=2)[CH:31]=[N:30][N:29]=1. The catalyst is C1COCC1.[Cl-].[NH4+]. The product is [Cl:27][C:28]1[C:37]2[C:32](=[CH:33][C:34]([S:38]([N:7]([C:5]3[S:6][C:2]([F:1])=[CH:3][N:4]=3)[CH2:8][C:9]3[CH:14]=[CH:13][C:12]([O:15][CH3:16])=[CH:11][CH:10]=3)(=[O:40])=[O:39])=[CH:35][CH:36]=2)[CH:31]=[N:30][N:29]=1. The yield is 0.430. (3) The reactants are C[O:2][C:3](=[O:23])[C@@H:4]1[CH2:8][CH2:7][CH2:6][N:5]1[C:9](=[O:22])[C@@H:10]1[CH2:14][CH2:13][CH2:12][N:11]1[C:15]([O:17][C:18]([CH3:21])([CH3:20])[CH3:19])=[O:16].C([O-])(O)=O.[Na+]. The catalyst is C1COCC1.O. The product is [C:18]([O:17][C:15]([N:11]1[CH2:12][CH2:13][CH2:14][C@H:10]1[C:9]([N:5]1[CH2:6][CH2:7][CH2:8][C@H:4]1[C:3]([OH:23])=[O:2])=[O:22])=[O:16])([CH3:21])([CH3:19])[CH3:20]. The yield is 0.890.